Task: Predict the reactants needed to synthesize the given product.. Dataset: Full USPTO retrosynthesis dataset with 1.9M reactions from patents (1976-2016) (1) Given the product [NH3:9].[Cl:26][C:10]1[CH:11]=[C:12]([CH3:25])[C:13]2[CH2:14][NH:15][CH2:16][CH:17]([C:19]3[S:20][CH:21]=[C:22]([CH3:24])[N:23]=3)[O:18][C:8]=2[N:9]=1, predict the reactants needed to synthesize it. The reactants are: CC(C)([O-])C.[Na+].Cl[C:8]1[C:13]([CH2:14][NH:15][CH2:16][CH:17]([C:19]2[S:20][CH:21]=[C:22]([CH3:24])[N:23]=2)[OH:18])=[C:12]([CH3:25])[CH:11]=[C:10]([Cl:26])[N:9]=1. (2) Given the product [F:25][C:22]([F:23])([F:24])[O:21][C:18]1[CH:19]=[CH:20][C:15]([NH:14][C:12]([NH:11][C:9]2[N:10]=[C:6]([C:4]([OH:5])=[O:3])[N:7]([CH2:26][CH:27]3[CH2:28][CH2:29]3)[CH:8]=2)=[O:13])=[CH:16][CH:17]=1, predict the reactants needed to synthesize it. The reactants are: C([O:3][C:4]([C:6]1[N:7]([CH2:26][CH:27]2[CH2:29][CH2:28]2)[CH:8]=[C:9]([NH:11][C:12]([NH:14][C:15]2[CH:20]=[CH:19][C:18]([O:21][C:22]([F:25])([F:24])[F:23])=[CH:17][CH:16]=2)=[O:13])[N:10]=1)=[O:5])C.O.[OH-].[Na+]. (3) Given the product [CH3:82][C:78]1[N:77]=[C:76]([C:71]2[C:70]([O:69][C:67]3[CH:66]=[CH:65][N:64]=[C:63]([NH:6][C:5]4[CH:7]=[C:8]([O:12][CH3:13])[C:9]([O:10][CH3:11])=[C:3]([O:2][CH3:1])[CH:4]=4)[CH:68]=3)=[CH:75][CH:74]=[CH:73][N:72]=2)[CH:81]=[CH:80][CH:79]=1, predict the reactants needed to synthesize it. The reactants are: [CH3:1][O:2][C:3]1[CH:4]=[C:5]([CH:7]=[C:8]([O:12][CH3:13])[C:9]=1[O:10][CH3:11])[NH2:6].CC1(C)C2C(=C(P(C3C=CC=CC=3)C3C=CC=CC=3)C=CC=2)OC2C(P(C3C=CC=CC=3)C3C=CC=CC=3)=CC=CC1=2.C([O-])([O-])=O.[Cs+].[Cs+].Cl[C:63]1[CH:68]=[C:67]([O:69][C:70]2[C:71]([C:76]3[CH:81]=[CH:80][CH:79]=[C:78]([CH3:82])[N:77]=3)=[N:72][CH:73]=[CH:74][CH:75]=2)[CH:66]=[CH:65][N:64]=1. (4) Given the product [Cl:28][C:22]1[CH:23]=[CH:24][CH:25]=[C:26]([Cl:27])[C:21]=1[NH:20][C:17]1[CH:16]=[CH:15][C:14]([CH:10]2[O:11][CH2:12][CH2:13][NH:8][CH2:9]2)=[CH:19][CH:18]=1, predict the reactants needed to synthesize it. The reactants are: C([N:8]1[CH2:13][CH2:12][O:11][CH:10]([C:14]2[CH:19]=[CH:18][C:17]([NH:20][C:21]3[C:26]([Cl:27])=[CH:25][CH:24]=[CH:23][C:22]=3[Cl:28])=[CH:16][CH:15]=2)[CH2:9]1)C1C=CC=CC=1.CC(Cl)OC(Cl)=O. (5) Given the product [Cl:1][C:2]1[CH:7]=[CH:6][C:5]([S:8]([N:11]([CH2:12][C:13]2[CH:18]=[CH:17][CH:16]=[CH:15][N:14]=2)[CH2:19][C:20]2[CH:21]=[CH:22][C:23]([C:26]3[NH:30][N:29]=[N:28][N:27]=3)=[CH:24][CH:25]=2)(=[O:9])=[O:10])=[CH:4][CH:3]=1, predict the reactants needed to synthesize it. The reactants are: [Cl:1][C:2]1[CH:7]=[CH:6][C:5]([S:8]([N:11]([CH2:19][C:20]2[CH:25]=[CH:24][C:23]([C:26]#[N:27])=[CH:22][CH:21]=2)[CH2:12][C:13]2[CH:18]=[CH:17][CH:16]=[CH:15][N:14]=2)(=[O:10])=[O:9])=[CH:4][CH:3]=1.[N:28]([Si](C)(C)C)=[N+:29]=[N-:30].C([Sn](=O)CCCC)CCC. (6) The reactants are: N[C@H](C(O)=O)CS.C(OP(CI)(=O)OCC)C.C([O-])([O-])=O.[Na+].[Na+].C(OC(OC(C)(C)C)=O)(=O)OC(C)(C)C.[C:39]([O:43][C:44]([NH:46][CH:47]([CH2:51][S:52][CH2:53][P:54]([O:59][CH2:60][CH3:61])([O:56][CH2:57][CH3:58])=[O:55])[C:48](O)=[O:49])=[O:45])([CH3:42])([CH3:41])[CH3:40].CN1CCOCC1.ClC(OCC(C)C)=O.[BH4-].[Na+]. Given the product [CH2:57]([O:56][P:54]([CH2:53][S:52][CH2:51][CH:47]([NH:46][C:44]([O:43][C:39]([CH3:41])([CH3:40])[CH3:42])=[O:45])[CH2:48][OH:49])(=[O:55])[O:59][CH2:60][CH3:61])[CH3:58], predict the reactants needed to synthesize it.